The task is: Predict which catalyst facilitates the given reaction.. This data is from Catalyst prediction with 721,799 reactions and 888 catalyst types from USPTO. (1) Reactant: [C:1]1([CH:7]2[CH:13]([C:14]3[CH:19]=[CH:18][CH:17]=[CH:16][CH:15]=3)[CH2:12][NH:11][C:10](=O)[CH2:9][CH2:8]2)[CH:6]=[CH:5][CH:4]=[CH:3][CH:2]=1.[C:21]1([CH:27]2[CH:33]([C:34]3[CH:39]=[CH:38][CH:37]=[CH:36][CH:35]=3)[CH2:32][CH2:31][NH:30][C:29](=O)[CH2:28]2)[CH:26]=[CH:25][CH:24]=[CH:23][CH:22]=1.[H-].[H-].[H-].[H-].[Li+].[Al+3]. Product: [C:14]1([C@H:13]2[C@H:7]([C:1]3[CH:6]=[CH:5][CH:4]=[CH:3][CH:2]=3)[CH2:8][CH2:9][CH2:10][NH:11][CH2:12]2)[CH:15]=[CH:16][CH:17]=[CH:18][CH:19]=1.[C:34]1([C@H:33]2[C@H:27]([C:21]3[CH:26]=[CH:25][CH:24]=[CH:23][CH:22]=3)[CH2:28][CH2:29][NH:30][CH2:31][CH2:32]2)[CH:35]=[CH:36][CH:37]=[CH:38][CH:39]=1. The catalyst class is: 1. (2) Reactant: [NH2:1][CH2:2][CH2:3][C:4]1[CH:9]=[CH:8][CH:7]=[CH:6][C:5]=1[NH2:10].[C:11](N1C=CN=C1)(N1C=CN=C1)=[O:12]. Product: [NH:10]1[C:5]2[CH:6]=[CH:7][CH:8]=[CH:9][C:4]=2[CH2:3][CH2:2][NH:1][C:11]1=[O:12]. The catalyst class is: 7. (3) Reactant: [CH:1]([C:3]1[CH:4]=[C:5]2[C:10](=[CH:11][CH:12]=1)[CH:9]([NH:13][C:14](=[O:37])[CH2:15][CH:16]([C:31]1[CH:36]=[CH:35][CH:34]=[CH:33][CH:32]=1)[NH:17][S:18]([C:21]1[CH:26]=[CH:25][CH:24]=[C:23]([C:27]([F:30])([F:29])[F:28])[CH:22]=1)(=[O:20])=[O:19])[CH2:8][CH2:7][CH2:6]2)=[O:2].[C:38](=O)([O-])[O-].[Na+].[Na+].CI. Product: [CH:1]([C:3]1[CH:4]=[C:5]2[C:10](=[CH:11][CH:12]=1)[CH:9]([NH:13][C:14](=[O:37])[CH2:15][CH:16]([N:17]([CH3:38])[S:18]([C:21]1[CH:26]=[CH:25][CH:24]=[C:23]([C:27]([F:30])([F:28])[F:29])[CH:22]=1)(=[O:20])=[O:19])[C:31]1[CH:32]=[CH:33][CH:34]=[CH:35][CH:36]=1)[CH2:8][CH2:7][CH2:6]2)=[O:2]. The catalyst class is: 3. (4) The catalyst class is: 305. Reactant: [Li].[CH2:2]([C:8]1[S:9][CH:10]=[C:11]2[O:16][CH2:15][CH2:14][O:13][C:12]=12)[CH2:3][CH2:4][CH2:5][CH2:6][CH3:7].[CH2:17]([Sn:21](Br)([CH2:26][CH2:27][CH2:28][CH3:29])[CH2:22][CH2:23][CH2:24][CH3:25])[CH2:18][CH2:19][CH3:20].[F-].[Na+]. Product: [CH2:26]([Sn:21]([CH2:17][CH2:18][CH2:19][CH3:20])([CH2:22][CH2:23][CH2:24][CH3:25])[C:10]1[S:9][C:8]([CH2:2][CH2:3][CH2:4][CH2:5][CH2:6][CH3:7])=[C:12]2[O:13][CH2:14][CH2:15][O:16][C:11]=12)[CH2:27][CH2:28][CH3:29]. (5) Reactant: [CH3:1][O:2][C:3]1[CH:8]=[C:7]([CH:9]([O:13][C:14]2[CH:15]=[C:16]3[C:20](=[CH:21][CH:22]=2)[N:19]([C:23]2[CH:28]=[CH:27][CH:26]=[CH:25][N:24]=2)[N:18]=[CH:17]3)[CH:10]([NH2:12])[CH3:11])[CH:6]=[CH:5][N:4]=1.C(N(CC)CC)C.[CH:36]1([S:39](Cl)(=[O:41])=[O:40])[CH2:38][CH2:37]1.[NH4+].[Cl-]. Product: [CH3:1][O:2][C:3]1[CH:8]=[C:7]([CH:9]([O:13][C:14]2[CH:15]=[C:16]3[C:20](=[CH:21][CH:22]=2)[N:19]([C:23]2[CH:28]=[CH:27][CH:26]=[CH:25][N:24]=2)[N:18]=[CH:17]3)[CH:10]([NH:12][S:39]([CH:36]2[CH2:38][CH2:37]2)(=[O:41])=[O:40])[CH3:11])[CH:6]=[CH:5][N:4]=1. The catalyst class is: 154. (6) Reactant: Cl.[N:2]1[C:7]2[NH:8][CH:9]=[C:10]([C:11]3[N:16]=[C:15]([C:17]4[CH2:18][CH2:19][NH:20][CH2:21][CH:22]=4)[CH:14]=[CH:13][CH:12]=3)[C:6]=2[CH:5]=[N:4][CH:3]=1.[C:23]([CH2:25][C:26](ON1CCCC1)=[O:27])#[N:24].C(N(C(C)C)CC)(C)C.O. Product: [O:27]=[C:26]([N:20]1[CH2:19][CH:18]=[C:17]([C:15]2[CH:14]=[CH:13][CH:12]=[C:11]([C:10]3[C:6]4[CH:5]=[N:4][CH:3]=[N:2][C:7]=4[NH:8][CH:9]=3)[N:16]=2)[CH2:22][CH2:21]1)[CH2:25][C:23]#[N:24]. The catalyst class is: 8. (7) Reactant: [CH3:1][C@H:2]1[CH2:7][O:6][CH2:5][CH2:4][N:3]1[C:8]1[CH:13]=[C:12]([CH2:14][S:15]([CH3:18])(=[O:17])=[O:16])[N:11]=[C:10]([C:19]2[CH:27]=[C:26]3[C:22]([CH:23]=[C:24]([C:28]([O:30]CC)=[O:29])[NH:25]3)=[CH:21][CH:20]=2)[N:9]=1. Product: [CH3:1][C@H:2]1[CH2:7][O:6][CH2:5][CH2:4][N:3]1[C:8]1[CH:13]=[C:12]([CH2:14][S:15]([CH3:18])(=[O:17])=[O:16])[N:11]=[C:10]([C:19]2[CH:27]=[C:26]3[C:22]([CH:23]=[C:24]([C:28]([OH:30])=[O:29])[NH:25]3)=[CH:21][CH:20]=2)[N:9]=1. The catalyst class is: 562. (8) Reactant: [C:1]([O:16]C(C)C)(=[O:15])[CH2:2][CH2:3][CH2:4][CH2:5][CH2:6][CH2:7][CH2:8][CH2:9][CH2:10]CCCC.CC(/C=C/CC[CH2:27][CH2:28][C:29]([NH:31][CH2:32][C:33]1C=CC(O)=[C:37]([O:39]C)[CH:38]=1)=[O:30])C.[N-]=[C:43]=[O:44]. Product: [C:29]([O:44][CH2:43][CH:8]([CH2:9][CH3:10])[CH2:7][CH2:6][CH2:5][CH3:4])(=[O:30])[CH:28]=[CH2:27].[CH:29]([N:31]1[CH2:32][CH2:33][CH2:38][C:37]1=[O:39])=[CH2:28].[C:1]([OH:16])(=[O:15])[CH:2]=[CH2:3]. The catalyst class is: 13. (9) Reactant: I[C:2]1[NH:6][C:5]([CH2:7][O:8][CH3:9])=[N:4][CH:3]=1.C(=O)([O-])[O-].[K+].[K+].[CH3:16][C:17]1[CH:26]=[C:25]([CH3:27])[C:24](B2OC(C)(C)C(C)(C)O2)=[CH:23][C:18]=1[C:19]([O:21][CH3:22])=[O:20]. Product: [CH3:9][O:8][CH2:7][C:5]1[NH:6][C:2]([C:24]2[C:25]([CH3:27])=[CH:26][C:17]([CH3:16])=[C:18]([CH:23]=2)[C:19]([O:21][CH3:22])=[O:20])=[CH:3][N:4]=1. The catalyst class is: 117. (10) Reactant: [Br:1][C:2]1[CH:3]=[C:4]([CH:9]=[C:10]([C:12](=[O:17])N(OC)C)[CH:11]=1)[C:5]([O:7][CH3:8])=[O:6].[CH3:18][Mg]Cl. Product: [C:12]([C:10]1[CH:9]=[C:4]([CH:3]=[C:2]([Br:1])[CH:11]=1)[C:5]([O:7][CH3:8])=[O:6])(=[O:17])[CH3:18]. The catalyst class is: 1.